Dataset: Catalyst prediction with 721,799 reactions and 888 catalyst types from USPTO. Task: Predict which catalyst facilitates the given reaction. (1) Product: [CH3:1][C:2]1[CH:6]=[C:5]([C:7]2[CH:8]=[CH:9][C:10]([C:13]([F:16])([F:14])[F:15])=[CH:11][CH:12]=2)[O:4][C:3]=1[CH2:17][OH:18]. The catalyst class is: 7. Reactant: [CH3:1][C:2]1[CH:6]=[C:5]([C:7]2[CH:12]=[CH:11][C:10]([C:13]([F:16])([F:15])[F:14])=[CH:9][CH:8]=2)[O:4][C:3]=1[C:17](OC)=[O:18].[H-].[Al+3].[Li+].[H-].[H-].[H-].Cl.O. (2) Reactant: [CH3:1][O:2][CH2:3][CH:4]([O:6][C:7]1[CH:8]=[C:9]([CH:14]=[C:15]([O:17][C:18]2[CH:23]=[CH:22][C:21]([C:24]3[O:25][C:26]([CH3:29])=[N:27][N:28]=3)=[CH:20][CH:19]=2)[CH:16]=1)[C:10]([O:12]C)=[O:11])[CH3:5].[OH-].[Na+]. Product: [CH3:1][O:2][CH2:3][CH:4]([O:6][C:7]1[CH:8]=[C:9]([CH:14]=[C:15]([O:17][C:18]2[CH:23]=[CH:22][C:21]([C:24]3[O:25][C:26]([CH3:29])=[N:27][N:28]=3)=[CH:20][CH:19]=2)[CH:16]=1)[C:10]([OH:12])=[O:11])[CH3:5]. The catalyst class is: 87. (3) Reactant: [H-].[Na+].[NH:3]1[C:7]2[CH:8]=[CH:9][CH:10]=[CH:11][C:6]=2[N:5]=[C:4]1[C:12]1[N:13]=[CH:14][N:15]2[C:20](=[O:21])[N:19]([CH2:22][C:23]#[CH:24])[N:18]=[N:17][C:16]=12.[CH3:25]I. Product: [CH3:25][N:5]1[C:6]2[CH:11]=[CH:10][CH:9]=[CH:8][C:7]=2[N:3]=[C:4]1[C:12]1[N:13]=[CH:14][N:15]2[C:20](=[O:21])[N:19]([CH2:22][C:23]#[CH:24])[N:18]=[N:17][C:16]=12. The catalyst class is: 3. (4) Reactant: [CH3:1][C:2]1([CH3:12])[CH2:7][CH2:6][C:5]([CH3:9])([CH3:8])[C:4]([C:10]#N)=[CH:3]1.[H-].C([Al+]CC(C)C)C(C)C.S([O-])([O-])(=O)=[O:24].[Na+].[Na+]. Product: [CH3:1][C:2]1([CH3:12])[CH2:7][CH2:6][C:5]([CH3:9])([CH3:8])[C:4]([CH:10]=[O:24])=[CH:3]1. The catalyst class is: 4. (5) Reactant: [NH2:1][C:2]1[N:6]([CH:7]2[CH2:12][CH2:11][CH2:10][CH2:9][CH2:8]2)[N:5]=[CH:4][C:3]=1[C:13]#[N:14].[OH-:15].[NH4+]. Product: [NH2:1][C:2]1[N:6]([CH:7]2[CH2:12][CH2:11][CH2:10][CH2:9][CH2:8]2)[N:5]=[CH:4][C:3]=1[C:13]([NH2:14])=[O:15]. The catalyst class is: 65. (6) Reactant: C(NC(C)C)(C)C.C([Li])CCC.[CH3:13][S:14][C:15]1[CH:20]=[CH:19][C:18]([CH2:21][C:22]([OH:24])=[O:23])=[CH:17][CH:16]=1.I[CH2:26][CH:27]1[CH2:31][CH2:30][CH2:29][CH2:28]1. Product: [CH:27]1([CH2:26][CH:21]([C:18]2[CH:17]=[CH:16][C:15]([S:14][CH3:13])=[CH:20][CH:19]=2)[C:22]([OH:24])=[O:23])[CH2:31][CH2:30][CH2:29][CH2:28]1. The catalyst class is: 544. (7) Reactant: Cl[C:2](Cl)=[CH:3][C:4]([C:6]1[C:7]([Cl:14])=[N:8][C:9]([CH3:13])=[CH:10][C:11]=1[Cl:12])=[O:5].[NH2:16][C:17]1[CH:22]=[CH:21][CH:20]=[CH:19][CH:18]=1. Product: [NH:16]([C:2]([NH:16][C:17]1[CH:22]=[CH:21][CH:20]=[CH:19][CH:18]=1)=[CH:3][C:4]([C:6]1[C:7]([Cl:14])=[N:8][C:9]([CH3:13])=[CH:10][C:11]=1[Cl:12])=[O:5])[C:17]1[CH:22]=[CH:21][CH:20]=[CH:19][CH:18]=1. The catalyst class is: 12. (8) Reactant: [Cl:1][C:2]1[CH:3]=[C:4]([CH:9]=[CH:10][C:11]=1[OH:12])[C:5]([O:7][CH3:8])=[O:6].C(=O)([O-])[O-].[K+].[K+].I[CH:20]([CH3:22])[CH3:21]. Product: [Cl:1][C:2]1[CH:3]=[C:4]([CH:9]=[CH:10][C:11]=1[O:12][CH:20]([CH3:22])[CH3:21])[C:5]([O:7][CH3:8])=[O:6]. The catalyst class is: 3.